Dataset: Full USPTO retrosynthesis dataset with 1.9M reactions from patents (1976-2016). Task: Predict the reactants needed to synthesize the given product. (1) Given the product [CH:12]([O:15][C:16]1[CH:17]=[C:18]([NH2:23])[C:19]([NH2:20])=[CH:21][CH:22]=1)([CH3:14])[CH3:13], predict the reactants needed to synthesize it. The reactants are: FC1C=C(N)C(N)=CC=1OC.[CH:12]([O:15][C:16]1[CH:22]=[CH:21][C:19]([NH2:20])=[C:18]([N+:23]([O-])=O)[CH:17]=1)([CH3:14])[CH3:13].FC1C(OC)=CC(N)=C([N+]([O-])=O)C=1. (2) Given the product [F:29][C:5]1[C:4](=[O:30])[NH:37][CH:35]=[N:36][C:6]=1[C:8]1[N:20]([CH2:21][C:22]2[CH:27]=[CH:26][C:25]([F:28])=[CH:24][CH:23]=2)[C:11]2=[N:12][CH:13]=[C:14]([S:16]([CH3:19])(=[O:18])=[O:17])[CH:15]=[C:10]2[CH:9]=1, predict the reactants needed to synthesize it. The reactants are: C(O[C:4](=[O:30])[CH:5]([F:29])[C:6]([C:8]1[N:20]([CH2:21][C:22]2[CH:27]=[CH:26][C:25]([F:28])=[CH:24][CH:23]=2)[C:11]2=[N:12][CH:13]=[C:14]([S:16]([CH3:19])(=[O:18])=[O:17])[CH:15]=[C:10]2[CH:9]=1)=O)C.C(O)(=O)C.[CH:35]([NH2:37])=[NH:36].CO.C[O-].[Na+].